Dataset: NCI-60 drug combinations with 297,098 pairs across 59 cell lines. Task: Regression. Given two drug SMILES strings and cell line genomic features, predict the synergy score measuring deviation from expected non-interaction effect. (1) Drug 1: C1=C(C(=O)NC(=O)N1)N(CCCl)CCCl. Drug 2: COCCOC1=C(C=C2C(=C1)C(=NC=N2)NC3=CC=CC(=C3)C#C)OCCOC.Cl. Cell line: OVCAR3. Synergy scores: CSS=18.9, Synergy_ZIP=-7.85, Synergy_Bliss=-5.31, Synergy_Loewe=-8.81, Synergy_HSA=-2.38. (2) Drug 1: CN1CCC(CC1)COC2=C(C=C3C(=C2)N=CN=C3NC4=C(C=C(C=C4)Br)F)OC. Drug 2: CC1=C(C=C(C=C1)NC2=NC=CC(=N2)N(C)C3=CC4=NN(C(=C4C=C3)C)C)S(=O)(=O)N.Cl. Cell line: SK-MEL-2. Synergy scores: CSS=5.87, Synergy_ZIP=1.98, Synergy_Bliss=8.91, Synergy_Loewe=3.41, Synergy_HSA=5.16.